This data is from Peptide-MHC class I binding affinity with 185,985 pairs from IEDB/IMGT. The task is: Regression. Given a peptide amino acid sequence and an MHC pseudo amino acid sequence, predict their binding affinity value. This is MHC class I binding data. (1) The peptide sequence is FMAYTTSHI. The MHC is HLA-A02:01 with pseudo-sequence HLA-A02:01. The binding affinity (normalized) is 0.891. (2) The peptide sequence is IIVAGFSGK. The MHC is HLA-A68:01 with pseudo-sequence HLA-A68:01. The binding affinity (normalized) is 0.328. (3) The peptide sequence is HIFYQLANV. The MHC is HLA-A30:01 with pseudo-sequence HLA-A30:01. The binding affinity (normalized) is 0.621. (4) The peptide sequence is RNYVPCHIRQI. The MHC is Mamu-B17 with pseudo-sequence Mamu-B17. The binding affinity (normalized) is 0. (5) The peptide sequence is GLYPQLSAI. The MHC is HLA-A02:11 with pseudo-sequence HLA-A02:11. The binding affinity (normalized) is 1.00. (6) The peptide sequence is RVPTVFHKK. The MHC is HLA-A24:03 with pseudo-sequence HLA-A24:03. The binding affinity (normalized) is 0.0847. (7) The peptide sequence is YHGEAMAIG. The MHC is HLA-A01:01 with pseudo-sequence HLA-A01:01. The binding affinity (normalized) is 0.0847. (8) The peptide sequence is KIKNRIERL. The MHC is HLA-B18:01 with pseudo-sequence HLA-B18:01. The binding affinity (normalized) is 0.0847. (9) The peptide sequence is APGGHGGWL. The MHC is HLA-B07:02 with pseudo-sequence HLA-B07:02. The binding affinity (normalized) is 0.699. (10) The peptide sequence is YAAVVPLVY. The MHC is HLA-B46:01 with pseudo-sequence HLA-B46:01. The binding affinity (normalized) is 0.755.